Dataset: Catalyst prediction with 721,799 reactions and 888 catalyst types from USPTO. Task: Predict which catalyst facilitates the given reaction. (1) Reactant: [CH2:1]([O:3][C:4](=[O:15])[C:5]1[CH:10]=[CH:9][C:8]([N+:11]([O-:13])=[O:12])=[CH:7][C:6]=1[CH3:14])[CH3:2].[Br:16]N1C(=O)CCC1=O.CC(N=NC(C#N)(C)C)(C#N)C. Product: [CH2:1]([O:3][C:4](=[O:15])[C:5]1[CH:10]=[CH:9][C:8]([N+:11]([O-:13])=[O:12])=[CH:7][C:6]=1[CH2:14][Br:16])[CH3:2]. The catalyst class is: 53. (2) Reactant: [CH2:1]([O:8][C:9]([NH:11][C:12]1[C:13]([F:39])=[C:14]([C:18]2[C:30]3[C:29]4[C:24](=[CH:25][C:26]([O:31][CH2:32][CH2:33][O:34][CH3:35])=[CH:27][CH:28]=4)[NH:23][C:22]=3[C:21]([C:36](O)=[O:37])=[N:20][CH:19]=2)[CH:15]=[CH:16][CH:17]=1)=[O:10])[C:2]1[CH:7]=[CH:6][CH:5]=[CH:4][CH:3]=1.[Cl-].[NH4+].F[P-](F)(F)(F)(F)F.[N:49]1(O[P+](N(C)C)(N(C)C)N(C)C)C2C=CC=CC=2N=N1.CCN(C(C)C)C(C)C.CN1CCOCC1. Product: [C:36]([C:21]1[C:22]2[NH:23][C:24]3[C:29]([C:30]=2[C:18]([C:14]2[C:13]([F:39])=[C:12]([NH:11][C:9](=[O:10])[O:8][CH2:1][C:2]4[CH:7]=[CH:6][CH:5]=[CH:4][CH:3]=4)[CH:17]=[CH:16][CH:15]=2)=[CH:19][N:20]=1)=[CH:28][CH:27]=[C:26]([O:31][CH2:32][CH2:33][O:34][CH3:35])[CH:25]=3)(=[O:37])[NH2:49]. The catalyst class is: 18. (3) Product: [O:13]=[C:12]1[C:4]2[C:5](=[N:6][CH:7]=[C:2]([C:25]3[CH:26]=[CH:27][S:23][CH:24]=3)[CH:3]=2)[CH:8]=[CH:9][C:10]2[CH:17]=[CH:16][C:15]([NH:18][S:19]([CH3:22])(=[O:21])=[O:20])=[CH:14][C:11]1=2. The catalyst class is: 73. Reactant: Cl[C:2]1[CH:3]=[C:4]2[C:12](=[O:13])[C:11]3[CH:14]=[C:15]([NH:18][S:19]([CH3:22])(=[O:21])=[O:20])[CH:16]=[CH:17][C:10]=3[CH:9]=[CH:8][C:5]2=[N:6][CH:7]=1.[S:23]1[CH:27]=[CH:26][C:25](B(O)O)=[CH:24]1.C(=O)([O-])[O-].[K+].[K+]. (4) Reactant: C(OC(=O)[NH:7][C:8]1[CH:13]=[C:12]([F:14])[C:11]([C:15]([F:18])([F:17])[F:16])=[CH:10][C:9]=1[NH:19][C:20](=[O:38])[CH2:21][C:22]([C:24]1[CH:29]=[CH:28][CH:27]=[C:26]([C:30]2[CH:35]=[C:34]([CH3:36])[N:33]=[C:32]([CH3:37])[CH:31]=2)[CH:25]=1)=O)(C)(C)C.C(O)(C(F)(F)F)=O. Product: [CH3:37][C:32]1[CH:31]=[C:30]([C:26]2[CH:25]=[C:24]([C:22]3[CH2:21][C:20](=[O:38])[NH:19][C:9]4[CH:10]=[C:11]([C:15]([F:16])([F:17])[F:18])[C:12]([F:14])=[CH:13][C:8]=4[N:7]=3)[CH:29]=[CH:28][CH:27]=2)[CH:35]=[C:34]([CH3:36])[N:33]=1. The catalyst class is: 2. (5) Product: [C:15]([C:14]1[C:13]([S:21][CH3:22])=[C:12]([NH:11][C:10]2[CH:9]=[C:8]([NH:23][C:24]3[CH:29]=[CH:28][CH:27]=[CH:26][N:25]=3)[N:7]=[N:6][C:5]=2[C:3]([NH:2][CH3:1])=[O:4])[CH:20]=[CH:19][CH:18]=1)(=[O:16])[NH2:40]. Reactant: [CH3:1][NH:2][C:3]([C:5]1[N:6]=[N:7][C:8]([NH:23][C:24]2[CH:29]=[CH:28][CH:27]=[CH:26][N:25]=2)=[CH:9][C:10]=1[NH:11][C:12]1[C:13]([S:21][CH3:22])=[C:14]([CH:18]=[CH:19][CH:20]=1)[C:15](O)=[O:16])=[O:4].C(Cl)CCl.C1C=CC2N(O)N=[N:40]C=2C=1.N. The catalyst class is: 18.